This data is from Full USPTO retrosynthesis dataset with 1.9M reactions from patents (1976-2016). The task is: Predict the reactants needed to synthesize the given product. The reactants are: Cl[C:2]1[N:11]=[C:10]([NH:12][CH2:13][CH:14]2[CH2:16][C@@:15]2([C:24]2[CH:29]=[CH:28][CH:27]=[CH:26][CH:25]=2)[C:17]([N:19]([CH2:22][CH3:23])[CH2:20][CH3:21])=[O:18])[C:9]2[C:4](=[CH:5][CH:6]=[CH:7][CH:8]=2)[N:3]=1.[N:30]1[CH:31]=[CH:32][N:33]2[CH:38]=[C:37](B(O)O)[CH:36]=[CH:35][C:34]=12.C(NC1C2C(=CC=CC=2)N=C(C2SC3C=CC=CC=3C=2)N=1)(C1C=CC=CC=1)C1C=CC=CC=1. Given the product [CH2:20]([N:19]([CH2:22][CH3:23])[C:17]([C@:15]1([C:24]2[CH:29]=[CH:28][CH:27]=[CH:26][CH:25]=2)[CH2:16][C@@H:14]1[CH2:13][NH:12][C:10]1[C:9]2[C:4](=[CH:5][CH:6]=[CH:7][CH:8]=2)[N:3]=[C:2]([C:37]2[CH:36]=[CH:35][C:34]3[N:33]([CH:32]=[CH:31][N:30]=3)[CH:38]=2)[N:11]=1)=[O:18])[CH3:21], predict the reactants needed to synthesize it.